This data is from Reaction yield outcomes from USPTO patents with 853,638 reactions. The task is: Predict the reaction yield, written as a fraction of the theoretical maximum amount of product (1.0 means a 100% yield; for example, 0.34 means a 34% yield). (1) The reactants are Cl.[OH:2][CH2:3][C@H:4]1[NH:9][CH2:8][CH2:7][N:6]([C:10]([O:12][CH2:13][C:14]2[CH:19]=[CH:18][CH:17]=[CH:16][CH:15]=2)=[O:11])[CH2:5]1.CCN(C(C)C)C(C)C.[Br:29][CH2:30][C:31](Cl)=[O:32].O. The catalyst is C(Cl)Cl. The product is [Br:29][CH2:30][C:31]([N:9]1[CH2:8][CH2:7][N:6]([C:10]([O:12][CH2:13][C:14]2[CH:19]=[CH:18][CH:17]=[CH:16][CH:15]=2)=[O:11])[CH2:5][C@H:4]1[CH2:3][OH:2])=[O:32]. The yield is 1.00. (2) The reactants are S(=O)(=O)(O)O.[NH2:6][CH2:7][C:8]#[N:9].[C:10]([C:18]1C=CC=CC=1)(=O)[C:11]1C=CC=C[CH:12]=1.[CH2:24](Cl)Cl. No catalyst specified. The product is [N:9]1[C:8]2[CH:18]=[CH:10][CH:11]=[CH:12][C:7]=2[NH:6][CH:24]=1. The yield is 0.820.